From a dataset of Peptide-MHC class II binding affinity with 134,281 pairs from IEDB. Regression. Given a peptide amino acid sequence and an MHC pseudo amino acid sequence, predict their binding affinity value. This is MHC class II binding data. The peptide sequence is TKFKYLAGDYLSLAD. The MHC is DRB1_0401 with pseudo-sequence DRB1_0401. The binding affinity (normalized) is 0.692.